Dataset: NCI-60 drug combinations with 297,098 pairs across 59 cell lines. Task: Regression. Given two drug SMILES strings and cell line genomic features, predict the synergy score measuring deviation from expected non-interaction effect. (1) Drug 1: CC1C(C(CC(O1)OC2CC(CC3=C2C(=C4C(=C3O)C(=O)C5=C(C4=O)C(=CC=C5)OC)O)(C(=O)C)O)N)O.Cl. Drug 2: CN1C2=C(C=C(C=C2)N(CCCl)CCCl)N=C1CCCC(=O)O.Cl. Cell line: HCT-15. Synergy scores: CSS=26.7, Synergy_ZIP=1.36, Synergy_Bliss=9.30, Synergy_Loewe=-6.58, Synergy_HSA=6.71. (2) Drug 1: CC1=CC=C(C=C1)C2=CC(=NN2C3=CC=C(C=C3)S(=O)(=O)N)C(F)(F)F. Drug 2: C1C(C(OC1N2C=NC3=C2NC=NCC3O)CO)O. Cell line: HOP-92. Synergy scores: CSS=-1.86, Synergy_ZIP=1.80, Synergy_Bliss=-0.184, Synergy_Loewe=-3.08, Synergy_HSA=-2.37. (3) Drug 1: C1CCN(CC1)CCOC2=CC=C(C=C2)C(=O)C3=C(SC4=C3C=CC(=C4)O)C5=CC=C(C=C5)O. Drug 2: C1C(C(OC1N2C=C(C(=O)NC2=O)F)CO)O. Cell line: U251. Synergy scores: CSS=35.2, Synergy_ZIP=-0.663, Synergy_Bliss=-3.10, Synergy_Loewe=-17.9, Synergy_HSA=-2.65. (4) Drug 1: C1CCC(C1)C(CC#N)N2C=C(C=N2)C3=C4C=CNC4=NC=N3. Drug 2: C1CN(P(=O)(OC1)NCCCl)CCCl. Cell line: HL-60(TB). Synergy scores: CSS=-2.18, Synergy_ZIP=7.23, Synergy_Bliss=9.82, Synergy_Loewe=-1.16, Synergy_HSA=-2.06.